Dataset: Forward reaction prediction with 1.9M reactions from USPTO patents (1976-2016). Task: Predict the product of the given reaction. (1) The product is: [CH2:1]([O:8][C:9]1[CH:18]=[CH:17][C:16]2[N:15]=[C:14]([NH2:31])[C:13]3[N:20]=[CH:21][N:22]([CH2:23][CH:24]([CH3:26])[CH3:25])[C:12]=3[C:11]=2[CH:10]=1)[C:2]1[CH:7]=[CH:6][CH:5]=[CH:4][CH:3]=1. Given the reactants [CH2:1]([O:8][C:9]1[CH:18]=[CH:17][C:16]2[N+:15]([O-])=[CH:14][C:13]3[N:20]=[CH:21][N:22]([CH2:23][CH:24]([CH3:26])[CH3:25])[C:12]=3[C:11]=2[CH:10]=1)[C:2]1[CH:7]=[CH:6][CH:5]=[CH:4][CH:3]=1.ClC(Cl)(Cl)C([N:31]=C=O)=O.C[O-].[Na+], predict the reaction product. (2) Given the reactants Cl[C:2]1[CH:17]=[C:6]2[C:7]3[C:12]([CH2:13][CH2:14][N:5]2[C:4](=[O:18])[N:3]=1)=[CH:11][C:10]([O:15][CH3:16])=[CH:9][CH:8]=3.[NH2:19][C:20]1[CH:29]=[CH:28][CH:27]=[C:26]2[C:21]=1[CH:22]=[CH:23][CH:24]=[N:25]2, predict the reaction product. The product is: [CH3:16][O:15][C:10]1[CH:11]=[C:12]2[C:7](=[CH:8][CH:9]=1)[C:6]1=[CH:17][C:2]([NH:19][C:20]3[CH:29]=[CH:28][CH:27]=[C:26]4[C:21]=3[CH:22]=[CH:23][CH:24]=[N:25]4)=[N:3][C:4](=[O:18])[N:5]1[CH2:14][CH2:13]2. (3) Given the reactants [C:1]([O:5][C:6]([NH:8][C@H:9]1[C@:14]([OH:16])([CH3:15])[C@@H:13]([CH3:17])[CH2:12][N:11](C(OCC2C=CC=CC=2)=O)[CH2:10]1)=[O:7])([CH3:4])([CH3:3])[CH3:2], predict the reaction product. The product is: [OH:16][C@@:14]1([CH3:15])[C@@H:13]([CH3:17])[CH2:12][NH:11][CH2:10][C@H:9]1[NH:8][C:6](=[O:7])[O:5][C:1]([CH3:4])([CH3:3])[CH3:2]. (4) Given the reactants Cl[C:2]1[N:7]=[C:6]([NH:8][C@@H:9]2[CH2:14][CH2:13][CH2:12][CH2:11][C@@H:10]2[NH:15]C(=O)[O-])[CH:5]=[N:4][C:3]=1[C:19]#[N:20].[NH2:21][C:22]1[CH:23]=[N:24][CH:25]=[CH:26][CH:27]=1.C(=O)([O-])[O-:29].[Cs+].[Cs+].C1C=CC(P(C2C(C3C(P(C4C=CC=CC=4)C4C=CC=CC=4)=CC=C4C=3C=CC=C4)=C3C(C=CC=C3)=CC=2)C2C=CC=CC=2)=CC=1.OS(O)(=O)=O, predict the reaction product. The product is: [NH2:15][C@H:10]1[CH2:11][CH2:12][CH2:13][CH2:14][C@H:9]1[NH:8][C:6]1[N:7]=[C:2]([NH:21][C:22]2[CH:23]=[N:24][CH:25]=[CH:26][CH:27]=2)[C:3]([C:19]([NH2:20])=[O:29])=[N:4][CH:5]=1. (5) Given the reactants C([O:5][C:6](=[O:41])[C:7]([CH3:40])([O:9][C:10]1[CH:15]=[CH:14][C:13]([CH2:16][C:17](=[O:39])[NH:18][C:19]2[CH:20]=[N:21][C:22]([C:29]3[CH:34]=[CH:33][C:32]([C:35]([F:38])([F:37])[F:36])=[CH:31][CH:30]=3)=[CH:23][C:24]=2[C:25]([F:28])([F:27])[F:26])=[CH:12][CH:11]=1)[CH3:8])(C)(C)C.FC(F)(F)C(O)=O, predict the reaction product. The product is: [CH3:40][C:7]([O:9][C:10]1[CH:15]=[CH:14][C:13]([CH2:16][C:17](=[O:39])[NH:18][C:19]2[CH:20]=[N:21][C:22]([C:29]3[CH:30]=[CH:31][C:32]([C:35]([F:37])([F:38])[F:36])=[CH:33][CH:34]=3)=[CH:23][C:24]=2[C:25]([F:26])([F:27])[F:28])=[CH:12][CH:11]=1)([CH3:8])[C:6]([OH:41])=[O:5]. (6) Given the reactants [N:1]1[CH:6]=[CH:5][CH:4]=[CH:3][C:2]=1[S:7]([NH2:10])(=[O:9])=[O:8].N1C=CC=C(S(N[C:21](=[O:47])[O:22][CH2:23][CH2:24][C:25]2[CH:30]=[CH:29][C:28]([N:31]3[C:35]4[CH:36]=[C:37]([Cl:44])[C:38]([C:40]([F:43])([F:42])[F:41])=[CH:39][C:34]=4[N:33]=[C:32]3[CH2:45][CH3:46])=[CH:27][CH:26]=2)(=O)=O)C=1, predict the reaction product. The product is: [N:1]1[CH:6]=[CH:5][CH:4]=[CH:3][C:2]=1[S:7]([NH:10][C:21](=[O:47])[O:22][CH2:23][CH2:24][C:25]1[CH:26]=[CH:27][C:28]([N:31]2[C:35]3[CH:36]=[C:37]([Cl:44])[C:38]([C:40]([F:41])([F:43])[F:42])=[CH:39][C:34]=3[N:33]=[C:32]2[CH2:45][CH3:46])=[CH:29][CH:30]=1)(=[O:9])=[O:8]. (7) The product is: [CH2:17]([C:16]1[C:6]2[C:1](=[CH:2][CH:3]=[CH:4][CH:5]=2)[NH:7][C:10]=1[C:11]([O:13][CH2:14][CH3:15])=[O:12])[CH3:18]. Given the reactants [C:1]1([NH:7]N)[CH:6]=[CH:5][CH:4]=[CH:3][CH:2]=1.O=[C:10]([CH2:16][CH2:17][CH3:18])[C:11]([O:13][CH2:14][CH3:15])=[O:12], predict the reaction product. (8) Given the reactants Cl[C:2]1[N:7]=[C:6]([C:8]2[S:12][C:11]([CH2:13][CH3:14])=[N:10][C:9]=2[C:15]2[CH:16]=[C:17]([NH:21][C:22](=[O:31])[C:23]3[C:28]([F:29])=[CH:27][CH:26]=[CH:25][C:24]=3[F:30])[CH:18]=[CH:19][CH:20]=2)[CH:5]=[CH:4][N:3]=1.[F:32][C:33]1[CH:34]=[C:35]([NH2:47])[CH:36]=[CH:37][C:38]=1[O:39][CH2:40][CH2:41][N:42]1[CH2:46][CH2:45][CH2:44][CH2:43]1.CC(O)C.Cl, predict the reaction product. The product is: [CH2:13]([C:11]1[S:12][C:8]([C:6]2[CH:5]=[CH:4][N:3]=[C:2]([NH:47][C:35]3[CH:36]=[CH:37][C:38]([O:39][CH2:40][CH2:41][N:42]4[CH2:43][CH2:44][CH2:45][CH2:46]4)=[C:33]([F:32])[CH:34]=3)[N:7]=2)=[C:9]([C:15]2[CH:16]=[C:17]([NH:21][C:22](=[O:31])[C:23]3[C:28]([F:29])=[CH:27][CH:26]=[CH:25][C:24]=3[F:30])[CH:18]=[CH:19][CH:20]=2)[N:10]=1)[CH3:14].